Dataset: NCI-60 drug combinations with 297,098 pairs across 59 cell lines. Task: Regression. Given two drug SMILES strings and cell line genomic features, predict the synergy score measuring deviation from expected non-interaction effect. Drug 1: COC1=NC(=NC2=C1N=CN2C3C(C(C(O3)CO)O)O)N. Drug 2: C(CCl)NC(=O)N(CCCl)N=O. Cell line: HS 578T. Synergy scores: CSS=7.77, Synergy_ZIP=-6.17, Synergy_Bliss=-8.88, Synergy_Loewe=-17.3, Synergy_HSA=-10.3.